Dataset: Reaction yield outcomes from USPTO patents with 853,638 reactions. Task: Predict the reaction yield, written as a fraction of the theoretical maximum amount of product (1.0 means a 100% yield; for example, 0.34 means a 34% yield). The reactants are [Cl:1][C:2]1[C:7]([N+:8]([O-:10])=[O:9])=[CH:6][CH:5]=[C:4]([Cl:11])[C:3]=1[S:12](Cl)(=[O:14])=[O:13].[NH2:16][CH2:17][CH2:18][N:19]1[CH2:24][CH2:23][O:22][CH2:21][CH2:20]1.C(N(CC)CC)C. No catalyst specified. The product is [N:19]1([CH2:18][CH2:17][NH:16][S:12]([C:3]2[C:4]([Cl:11])=[CH:5][CH:6]=[C:7]([N+:8]([O-:10])=[O:9])[C:2]=2[Cl:1])(=[O:14])=[O:13])[CH2:24][CH2:23][O:22][CH2:21][CH2:20]1. The yield is 0.750.